Dataset: Catalyst prediction with 721,799 reactions and 888 catalyst types from USPTO. Task: Predict which catalyst facilitates the given reaction. (1) Reactant: [CH:1]1([C@:4]2([C:11]#[N:12])[CH2:8][C@@H:7]([CH3:9])[NH:6][C:5]2=[O:10])[CH2:3][CH2:2]1.[H-].[Na+].[Br:15][C:16]1[CH:21]=[C:20](F)[CH:19]=[CH:18][N:17]=1.O. Product: [Br:15][C:16]1[CH:21]=[C:20]([N:6]2[C@H:7]([CH3:9])[CH2:8][C@:4]([CH:1]3[CH2:2][CH2:3]3)([C:11]#[N:12])[C:5]2=[O:10])[CH:19]=[CH:18][N:17]=1. The catalyst class is: 9. (2) Reactant: Cl.[O:2]1CCO[CH:3]1[C:7]1[CH:8]=[C:9]([NH:13][C:14](=[O:25])[CH2:15][CH2:16][CH2:17][CH2:18][C:19]2[CH:24]=[CH:23][CH:22]=[CH:21][CH:20]=2)[CH:10]=[CH:11][CH:12]=1. The catalyst class is: 21. Product: [CH:3]([C:7]1[CH:8]=[C:9]([NH:13][C:14](=[O:25])[CH2:15][CH2:16][CH2:17][CH2:18][C:19]2[CH:24]=[CH:23][CH:22]=[CH:21][CH:20]=2)[CH:10]=[CH:11][CH:12]=1)=[O:2]. (3) Reactant: [NH2:1][C:2]1[CH:3]=[C:4]([S:8]([NH2:11])(=[O:10])=[O:9])[CH:5]=[CH:6][CH:7]=1.[C:12]12([N:22]=[C:23]=[O:24])[CH2:21][CH:16]3[CH2:17][CH:18]([CH2:20][CH:14]([CH2:15]3)[CH2:13]1)[CH2:19]2. Product: [C:12]12([NH:22][C:23](=[O:24])[NH:1][C:2]3[CH:3]=[C:4]([S:8]([NH2:11])(=[O:9])=[O:10])[CH:5]=[CH:6][CH:7]=3)[CH2:21][CH:16]3[CH2:17][CH:18]([CH2:20][CH:14]([CH2:15]3)[CH2:13]1)[CH2:19]2. The catalyst class is: 8.